From a dataset of Catalyst prediction with 721,799 reactions and 888 catalyst types from USPTO. Predict which catalyst facilitates the given reaction. (1) Reactant: [CH3:1][C:2]1[CH2:7][CH2:6][CH2:5][C:4]([CH3:9])([CH3:8])[C:3]=1[CH:10]=O.[Cl:12][C:13]1[CH:14]=[C:15]([CH:17]=[CH:18][CH:19]=1)[NH2:16].C([BH3-])#N.[Na+].C(O)(=O)C. Product: [Cl:12][C:13]1[CH:14]=[C:15]([CH:17]=[CH:18][CH:19]=1)[NH:16][CH2:10][C:3]1[C:4]([CH3:9])([CH3:8])[CH2:5][CH2:6][CH2:7][C:2]=1[CH3:1]. The catalyst class is: 5. (2) The catalyst class is: 169. Reactant: C(OC([N:8]1[CH2:13][CH:12]2[CH2:14][CH:9]1[CH2:10][N:11]2[C:15]1[C:23]2[C:18](=[CH:19][CH:20]=[CH:21][CH:22]=2)[N:17]([C:24]2[CH:29]=[CH:28][N:27]=[C:26]([NH:30][CH:31]([C:33]3[CH:38]=[CH:37][CH:36]=[CH:35][CH:34]=3)[CH3:32])[CH:25]=2)[N:16]=1)=O)(C)(C)C.Cl. Product: [NH3:8].[C@H:12]12[CH2:14][C@H:9]([NH:8][CH2:13]1)[CH2:10][N:11]2[C:15]1[C:23]2[C:18](=[CH:19][CH:20]=[CH:21][CH:22]=2)[N:17]([C:24]2[CH:29]=[CH:28][N:27]=[C:26]([NH:30][C@H:31]([C:33]3[CH:38]=[CH:37][CH:36]=[CH:35][CH:34]=3)[CH3:32])[CH:25]=2)[N:16]=1.